From a dataset of Forward reaction prediction with 1.9M reactions from USPTO patents (1976-2016). Predict the product of the given reaction. (1) Given the reactants [N:1]([C@@H:4]1[C:16]2[C:8](=[CH:9][C:10]3[O:14][CH2:13][O:12][C:11]=3[CH:15]=2)[C@@H:7]([C:17]2[CH:22]=[C:21]([O:23][CH3:24])[C:20]([OH:25])=[C:19]([O:26][CH3:27])[CH:18]=2)[C@H:6]2[C:28](=[O:31])[O:29][CH2:30][C@H:5]12)=[N+:2]=[N-:3].[CH2:32](Br)[C:33]1[CH:38]=[CH:37][CH:36]=[CH:35][CH:34]=1.C([O-])([O-])=O.[K+].[K+], predict the reaction product. The product is: [N:1]([C@@H:4]1[C:16]2[C:8](=[CH:9][C:10]3[O:14][CH2:13][O:12][C:11]=3[CH:15]=2)[C@@H:7]([C:17]2[CH:22]=[C:21]([O:23][CH3:24])[C:20]([O:25][CH2:32][C:33]3[CH:38]=[CH:37][CH:36]=[CH:35][CH:34]=3)=[C:19]([O:26][CH3:27])[CH:18]=2)[C@H:6]2[C:28](=[O:31])[O:29][CH2:30][C@H:5]12)=[N+:2]=[N-:3]. (2) Given the reactants Cl[C:2]1[C:11]2[C:6](=[CH:7][CH:8]=[CH:9][CH:10]=2)[CH:5]=[C:4]([C:12]2[CH:17]=[CH:16][CH:15]=[CH:14][C:13]=2[C:18]([F:21])([F:20])[F:19])[N:3]=1.[NH:22]1[C:30]2[C:25](=[CH:26][CH:27]=[CH:28][CH:29]=2)[C:24]([NH2:31])=[N:23]1, predict the reaction product. The product is: [NH:22]1[C:30]2[C:25](=[CH:26][CH:27]=[CH:28][CH:29]=2)[C:24]([NH:31][C:2]2[C:11]3[C:6](=[CH:7][CH:8]=[CH:9][CH:10]=3)[CH:5]=[C:4]([C:12]3[CH:17]=[CH:16][CH:15]=[CH:14][C:13]=3[C:18]([F:21])([F:20])[F:19])[N:3]=2)=[N:23]1. (3) Given the reactants Cl.[OH:2][C:3]1[CH:4]=[C:5]([CH:8]=[CH:9][C:10]=1[O:11][CH3:12])[CH2:6][NH2:7].CCN(CC)CC.[Br:20][C:21]1[CH:30]=[CH:29][CH:28]=[C:27]2[C:22]=1/[C:23](=[CH:33]\OC)/[C:24](=[O:32])[NH:25][C:26]2=[O:31].O, predict the reaction product. The product is: [Br:20][C:21]1[CH:30]=[CH:29][CH:28]=[C:27]2[C:22]=1/[C:23](=[CH:33]/[NH:7][CH2:6][C:5]1[CH:8]=[CH:9][C:10]([O:11][CH3:12])=[C:3]([OH:2])[CH:4]=1)/[C:24](=[O:32])[NH:25][C:26]2=[O:31]. (4) Given the reactants C(N(CC)CC)C.[C:8](Cl)(=[O:13])[C:9]([CH3:12])([CH3:11])[CH3:10].[NH2:15][C:16]1[N:21]=[C:20]([C:22]2[CH:29]=[CH:28][C:25]([C:26]#[N:27])=[C:24]([F:30])[CH:23]=2)[CH:19]=[C:18]([N:31]2[C@H:36]([CH3:37])[CH2:35][O:34][C@H:33]([CH2:38][NH2:39])[CH2:32]2)[N:17]=1, predict the reaction product. The product is: [NH2:15][C:16]1[N:17]=[C:18]([N:31]2[C@H:36]([CH3:37])[CH2:35][O:34][C@H:33]([CH2:38][NH:39][C:8](=[O:13])[C:9]([CH3:12])([CH3:11])[CH3:10])[CH2:32]2)[CH:19]=[C:20]([C:22]2[CH:29]=[CH:28][C:25]([C:26]#[N:27])=[C:24]([F:30])[CH:23]=2)[N:21]=1.